Task: Predict the reaction yield, written as a fraction of the theoretical maximum amount of product (1.0 means a 100% yield; for example, 0.34 means a 34% yield).. Dataset: Reaction yield outcomes from USPTO patents with 853,638 reactions (1) The reactants are F[C:2]1[CH:7]=[CH:6][C:5]([F:8])=[CH:4][C:3]=1[N:9]([CH2:17][C:18]1[CH:23]=[CH:22][CH:21]=[C:20]([O:24][C:25]([F:30])([F:29])[CH:26]([F:28])[F:27])[CH:19]=1)[CH2:10][CH:11]([OH:16])[C:12]([F:15])([F:14])[F:13].C([O-])([O-])=O.[K+].[K+]. The catalyst is CN(C)C=O.O. The product is [F:8][C:5]1[CH:6]=[CH:7][C:2]2[O:16][CH:11]([C:12]([F:13])([F:14])[F:15])[CH2:10][N:9]([CH2:17][C:18]3[CH:23]=[CH:22][CH:21]=[C:20]([O:24][C:25]([F:29])([F:30])[CH:26]([F:27])[F:28])[CH:19]=3)[C:3]=2[CH:4]=1. The yield is 0.480. (2) The reactants are ClC1C=C([C:9]2[N:13]3[C:14]4[N:22]=[C:21]([O:23][CH3:24])[CH:20]=[CH:19][C:15]=4[N:16]=[C:17]([CH3:18])[C:12]3=[C:11]([CH3:25])[N:10]=2)C=C(Cl)C=1.[Cl:26][C:27]1[CH:32]=[CH:31][C:30]([C:33]#[N:34])=[CH:29][C:28]=1B(O)O. No catalyst specified. The product is [Cl:26][C:27]1[CH:32]=[CH:31][C:30]([C:33]#[N:34])=[CH:29][C:28]=1[C:9]1[N:13]2[C:14]3[N:22]=[C:21]([O:23][CH3:24])[CH:20]=[CH:19][C:15]=3[N:16]=[C:17]([CH3:18])[C:12]2=[C:11]([CH3:25])[N:10]=1. The yield is 0.630. (3) The reactants are [N+:1]([C:4]1[CH:11]=[CH:10][CH:9]=[C:8]([Br:12])[C:5]=1[CH2:6]Br)([O-:3])=[O:2].[C:13]([O-:16])(=[O:15])C.[Na+].[CH3:18]N(C)C=O. The catalyst is O. The product is [CH3:18][O:16][C:13](=[O:15])[CH2:6][C:5]1[C:8]([Br:12])=[CH:9][CH:10]=[CH:11][C:4]=1[N+:1]([O-:3])=[O:2]. The yield is 0.920. (4) The reactants are Cl[C:2]1[CH:3]=[C:4]([C:13]2[CH:18]=[CH:17][CH:16]=[CH:15][CH:14]=2)[CH:5]([C:8]([O:10][CH2:11][CH3:12])=[O:9])[CH2:6][CH:7]=1.Cl[C:20]1[CH2:25][CH2:24][C:23]([C:26]([O:28]CC)=[O:27])=[C:22]([C:31]2[CH:36]=[CH:35][CH:34]=[CH:33][CH:32]=2)[CH:21]=1.C[O-].[Na+]. The catalyst is CO. The product is [C:13]1([C:4]2[CH:3]=[CH:2][CH:7]=[CH:6][C:5]=2[C:8]([O:10][CH2:11][CH3:12])=[O:9])[CH:14]=[CH:15][CH:16]=[CH:17][CH:18]=1.[C:31]1([C:22]2[CH:21]=[CH:20][CH:25]=[CH:24][C:23]=2[C:26]([OH:28])=[O:27])[CH:32]=[CH:33][CH:34]=[CH:35][CH:36]=1. The yield is 0.237. (5) The reactants are [Br:1][C:2]1[CH:3]=[C:4]2[C:9](=[CH:10][CH:11]=1)[N:8]=[C:7](Cl)[C:6]1[C:13](=[O:20])[C:14]3[C:19]([C:5]2=1)=[CH:18][CH:17]=[CH:16][CH:15]=3.[O:21]1CCC[CH2:22]1.CO.C[O-].[Na+]. The catalyst is ClCCl. The product is [Br:1][C:2]1[CH:3]=[C:4]2[C:9](=[CH:10][CH:11]=1)[N:8]=[C:7]([O:21][CH3:22])[C:6]1[C:13](=[O:20])[C:14]3[C:19]([C:5]2=1)=[CH:18][CH:17]=[CH:16][CH:15]=3. The yield is 0.970. (6) The reactants are Cl.[Br:2][C:3]1[CH:4]=[C:5]([NH:9][NH2:10])[CH:6]=[CH:7][CH:8]=1.[C:11](/[CH:13]=[C:14](\[O-])/[C:15]([O:17][CH2:18][CH3:19])=[O:16])#[N:12].[K+]. The catalyst is C(O)C. The product is [NH2:12][C:11]1[N:9]([C:5]2[CH:6]=[CH:7][CH:8]=[C:3]([Br:2])[CH:4]=2)[N:10]=[C:14]([C:15]([O:17][CH2:18][CH3:19])=[O:16])[CH:13]=1. The yield is 0.770. (7) The reactants are [CH:1]1([CH2:4][CH2:5][N:6]2[C:14]3[C:9](=[CH:10][CH:11]=[CH:12][CH:13]=3)[C:8](O)([C:15]3[C:23]([OH:24])=[CH:22][C:18]4[O:19][CH2:20][O:21][C:17]=4[CH:16]=3)[C:7]2=[O:26])[CH2:3][CH2:2]1.FC(F)(F)C(O)=O.C([SiH](CC)CC)C. The catalyst is ClCCl. The product is [CH:1]1([CH2:4][CH2:5][N:6]2[C:14]3[C:9](=[CH:10][CH:11]=[CH:12][CH:13]=3)[CH:8]([C:15]3[C:23]([OH:24])=[CH:22][C:18]4[O:19][CH2:20][O:21][C:17]=4[CH:16]=3)[C:7]2=[O:26])[CH2:3][CH2:2]1. The yield is 0.800. (8) The reactants are [O:1]1[C:5]2([CH2:10][CH2:9][N:8]([S:11](Cl)(=[O:13])=[O:12])[CH2:7][CH2:6]2)[O:4][CH2:3][CH2:2]1.[F:15][C:16]([F:25])([F:24])[C:17]1[CH:18]=[C:19]([CH:21]=[CH:22][CH:23]=1)[NH2:20].C(N(CC)C(C)C)(C)C. The catalyst is C(Cl)Cl.N1C=CC=CC=1.C(OCC)(=O)C. The product is [F:15][C:16]([F:24])([F:25])[C:17]1[CH:18]=[C:19]([NH:20][S:11]([N:8]2[CH2:9][CH2:10][C:5]3([O:4][CH2:3][CH2:2][O:1]3)[CH2:6][CH2:7]2)(=[O:13])=[O:12])[CH:21]=[CH:22][CH:23]=1. The yield is 0.410. (9) The reactants are [CH:1]1[C:6]2[C:7](=[O:16])[NH:8][C:9]3[CH:15]=[CH:14][CH:13]=[CH:12][C:10]=3[O:11][C:5]=2[CH:4]=[CH:3][CH:2]=1.C(N(CC)CC)C.[CH2:24]([O:26][C:27]([C:29]1[CH:34]=[CH:33][C:32](B(O)O)=[CH:31][CH:30]=1)=[O:28])[CH3:25]. The catalyst is C1COCC1.ClCCl.C(OCC)(=O)C.C(O[Cu]OC(=O)C)(=O)C. The product is [O:16]=[C:7]1[C:6]2[CH:1]=[CH:2][CH:3]=[CH:4][C:5]=2[O:11][C:10]2[CH:12]=[CH:13][CH:14]=[CH:15][C:9]=2[N:8]1[C:32]1[CH:33]=[CH:34][C:29]([C:27]([O:26][CH2:24][CH3:25])=[O:28])=[CH:30][CH:31]=1. The yield is 0.230.